This data is from Catalyst prediction with 721,799 reactions and 888 catalyst types from USPTO. The task is: Predict which catalyst facilitates the given reaction. (1) Reactant: [O:1]1[CH2:6][CH2:5][N:4]([CH2:7][CH:8]2[S:12][C:11]([C:13]3[NH:14][C:15]4[C:20]([CH:21]=3)=[CH:19][CH:18]=[CH:17][C:16]=4[N:22]([S:27]([C:30]3[S:31][CH:32]=[CH:33][CH:34]=3)(=[O:29])=[O:28])CC(O)=O)=[N:10][CH2:9]2)[CH2:3][CH2:2]1.Cl.C[N:37](C)[CH2:38][CH2:39]CN=C=NCC.C(=O)([O-])[OH:48].[Na+]. Product: [O:1]1[CH2:6][CH2:5][N:4]([CH2:7][CH:8]2[S:12][C:11]([C:13]3[NH:14][C:15]4[C:20]([CH:21]=3)=[CH:19][CH:18]=[CH:17][C:16]=4[N:22]([S:27]([C:30]3[S:31][CH:32]=[CH:33][CH:34]=3)(=[O:28])=[O:29])[C:39](=[O:48])[CH2:38][NH2:37])=[N:10][CH2:9]2)[CH2:3][CH2:2]1. The catalyst class is: 9. (2) Reactant: [C:1]([O:5][C:6]([N:8]1[CH2:13][CH2:12][C:11](=[C:14]([C:18]2[CH:23]=[CH:22][CH:21]=[CH:20][CH:19]=2)[C:15](O)=[O:16])[CH2:10][CH2:9]1)=[O:7])([CH3:4])([CH3:3])[CH3:2].CCN=C=NCCCN(C)C.C1C=CC2N(O)N=NC=2C=1.[CH:45]([NH:47][NH2:48])=[O:46]. Product: [C:1]([O:5][C:6]([N:8]1[CH2:9][CH2:10][C:11](=[C:14]([C:18]2[CH:19]=[CH:20][CH:21]=[CH:22][CH:23]=2)[C:15]([NH:48][NH:47][CH:45]=[O:46])=[O:16])[CH2:12][CH2:13]1)=[O:7])([CH3:4])([CH3:3])[CH3:2]. The catalyst class is: 18.